The task is: Binary Classification. Given a drug SMILES string, predict its activity (active/inactive) in a high-throughput screening assay against a specified biological target.. This data is from HIV replication inhibition screening data with 41,000+ compounds from the AIDS Antiviral Screen. (1) The drug is NC1N=C(c2ccc(Cl)cc2)C2=C(N1)c1ccccc1CC2. The result is 0 (inactive). (2) The drug is CCOC(=O)c1cnc(-n2[nH]c3c(c2=O)CCCC3)nc1O. The result is 0 (inactive). (3) The molecule is O=c1c2c([nH]c3c1ccc1[nH]c4c(c(=O)c13)CCCC4)CCCC2. The result is 0 (inactive).